This data is from Catalyst prediction with 721,799 reactions and 888 catalyst types from USPTO. The task is: Predict which catalyst facilitates the given reaction. (1) Reactant: [F:1][C:2]([F:22])([F:21])[C:3]1[CH:8]=[CH:7][C:6]([C:9]2[CH:20]=[CH:19][C:12]3[NH:13][C:14](=[O:18])[CH2:15][CH2:16][S:17][C:11]=3[CH:10]=2)=[CH:5][CH:4]=1.C(N(CC)CC)C.[C:30](O[C:30]([O:32][C:33]([CH3:36])([CH3:35])[CH3:34])=[O:31])([O:32][C:33]([CH3:36])([CH3:35])[CH3:34])=[O:31]. Product: [O:18]=[C:14]1[N:13]([C:30]([O:32][C:33]([CH3:36])([CH3:35])[CH3:34])=[O:31])[C:12]2[CH:19]=[CH:20][C:9]([C:6]3[CH:5]=[CH:4][C:3]([C:2]([F:1])([F:21])[F:22])=[CH:8][CH:7]=3)=[CH:10][C:11]=2[S:17][CH2:16][CH2:15]1. The catalyst class is: 143. (2) Reactant: [NH2:1][C:2]1[C:11]2=[CH:12][N:13]([CH:15]3[O:19][CH:18]([C:20](C)(C)[O:21][SiH2]C(C)(C)C)[CH:17]([O:29][C:30](=[O:39])[CH2:31][CH2:32][N:33]4[CH2:38][CH2:37][O:36][CH2:35][CH2:34]4)[C:16]3([OH:41])[CH3:40])[N:14]=[C:9]3[C:10]2=[C:4]([C:5](=[O:42])[NH:6][N:7]=[CH:8]3)[CH:3]=1. Product: [NH2:1][C:2]1[C:11]2=[CH:12][N:13]([CH:15]3[O:19][CH:18]([CH2:20][OH:21])[CH:17]([O:29][C:30](=[O:39])[CH2:31][CH2:32][N:33]4[CH2:34][CH2:35][O:36][CH2:37][CH2:38]4)[C:16]3([OH:41])[CH3:40])[N:14]=[C:9]3[C:10]2=[C:4]([C:5](=[O:42])[NH:6][N:7]=[CH:8]3)[CH:3]=1. The catalyst class is: 1. (3) Reactant: [CH3:1][O:2][C:3]1[CH:4]=[C:5]([C:11]2[C:22](=[O:23])[NH:21][C:14]3[N:15]=[C:16]([S:19][CH3:20])[N:17]=[CH:18][C:13]=3[CH:12]=2)[CH:6]=[C:7]([O:9][CH3:10])[CH:8]=1.I[CH2:25][CH2:26][C:27]1[N:32]=[C:31]([NH:33][C:34](=[O:40])[O:35][C:36]([CH3:39])([CH3:38])[CH3:37])[CH:30]=[CH:29][CH:28]=1.C([O-])([O-])=O.[K+].[K+].O. Product: [CH3:1][O:2][C:3]1[CH:4]=[C:5]([C:11]2[C:22](=[O:23])[N:21]([CH2:25][CH2:26][C:27]3[N:32]=[C:31]([NH:33][C:34](=[O:40])[O:35][C:36]([CH3:39])([CH3:38])[CH3:37])[CH:30]=[CH:29][CH:28]=3)[C:14]3[N:15]=[C:16]([S:19][CH3:20])[N:17]=[CH:18][C:13]=3[CH:12]=2)[CH:6]=[C:7]([O:9][CH3:10])[CH:8]=1. The catalyst class is: 3. (4) Reactant: [NH:1]1[CH2:6][CH2:5][O:4][C:3]2[N:7]=[CH:8][C:9]([C:11]([O:13][CH3:14])=[O:12])=[CH:10][C:2]1=2.[C:15]1([S:21](Cl)(=[O:23])=[O:22])[CH:20]=[CH:19][CH:18]=[CH:17][CH:16]=1.CCN(C(C)C)C(C)C. Product: [C:15]1([S:21]([N:1]2[CH2:6][CH2:5][O:4][C:3]3[N:7]=[CH:8][C:9]([C:11]([O:13][CH3:14])=[O:12])=[CH:10][C:2]2=3)(=[O:23])=[O:22])[CH:20]=[CH:19][CH:18]=[CH:17][CH:16]=1. The catalyst class is: 64.